The task is: Binary Classification. Given a drug SMILES string, predict its activity (active/inactive) in a high-throughput screening assay against a specified biological target.. This data is from Tyrosyl-DNA phosphodiesterase HTS with 341,365 compounds. The molecule is Clc1c(C(OCC(=O)N2CCCC2)=O)cc([N+]([O-])=O)cc1. The result is 0 (inactive).